From a dataset of Full USPTO retrosynthesis dataset with 1.9M reactions from patents (1976-2016). Predict the reactants needed to synthesize the given product. (1) Given the product [CH3:12][O:13][C:14]([C:16]1[C:25]2[O:24][CH:23]=[C:22]([C:2]3[C:10]4[CH2:9][CH2:8][CH:7]([OH:11])[C:6]=4[CH:5]=[N:4][CH:3]=3)[O:21][C:20]=2[CH:19]=[CH:18][CH:17]=1)=[O:15], predict the reactants needed to synthesize it. The reactants are: Br[C:2]1[C:10]2[CH2:9][CH2:8][CH:7]([OH:11])[C:6]=2[CH:5]=[N:4][CH:3]=1.[CH3:12][O:13][C:14]([C:16]1[C:25]2[O:24][CH:23]=[C:22](Br)[O:21][C:20]=2[CH:19]=[CH:18][CH:17]=1)=[O:15]. (2) Given the product [NH2:1][C:2]1[N:7]=[CH:6][N:5]=[C:4]2[N:8]([CH2:12][C:13]3[O:14][C:15]4[C:20]([C:21](=[O:29])[C:22]=3[C:23]3[CH:28]=[CH:27][CH:26]=[CH:25][CH:24]=3)=[CH:19][CH:18]=[CH:17][CH:16]=4)[N:9]=[C:10]([C:38]3[CH:39]=[C:34]([NH:33][C:30](=[O:32])[CH3:31])[CH:35]=[CH:36][CH:37]=3)[C:3]=12, predict the reactants needed to synthesize it. The reactants are: [NH2:1][C:2]1[N:7]=[CH:6][N:5]=[C:4]2[N:8]([CH2:12][C:13]3[O:14][C:15]4[C:20]([C:21](=[O:29])[C:22]=3[C:23]3[CH:28]=[CH:27][CH:26]=[CH:25][CH:24]=3)=[CH:19][CH:18]=[CH:17][CH:16]=4)[N:9]=[C:10](I)[C:3]=12.[C:30]([NH:33][C:34]1[CH:35]=[C:36](B(O)O)[CH:37]=[CH:38][CH:39]=1)(=[O:32])[CH3:31].C(=O)([O-])[O-].[Na+].[Na+].ClCCl.